This data is from Full USPTO retrosynthesis dataset with 1.9M reactions from patents (1976-2016). The task is: Predict the reactants needed to synthesize the given product. (1) The reactants are: [F:1][C:2]1[CH:3]=[C:4]([CH2:9][OH:10])[CH:5]=[CH:6][C:7]=1[F:8].[H-].[Na+].C(OC([N:20]1[C:28]2[N:23]([C:24](=[O:30])[N:25]=[C:26](Cl)[CH:27]=2)[CH2:22][C@@H:21]1[CH3:31])=O)(C)(C)C. Given the product [F:1][C:2]1[CH:3]=[C:4]([CH:5]=[CH:6][C:7]=1[F:8])[CH2:9][O:10][C:26]1[CH:27]=[C:28]2[NH:20][C@@H:21]([CH3:31])[CH2:22][N:23]2[C:24](=[O:30])[N:25]=1, predict the reactants needed to synthesize it. (2) Given the product [CH:7]1([C:10]2[C:19]3[CH2:18][N:17]([C:20]4[CH:29]=[C:28]5[C:23]([CH2:24][CH2:25][CH:26]([C:30]6[C:35]([F:36])=[CH:34][CH:33]=[CH:32][N:31]=6)[O:27]5)=[CH:22][C:21]=4[CH3:37])[C:16](=[O:38])[NH:15][C:14]=3[CH:13]=[C:12]([N:39]3[CH:43]=[C:42]([CH2:44][OH:45])[CH:41]=[N:40]3)[N:11]=2)[CH2:8][CH2:9]1, predict the reactants needed to synthesize it. The reactants are: [H-].[Al+3].[Li+].[H-].[H-].[H-].[CH:7]1([C:10]2[C:19]3[CH2:18][N:17]([C:20]4[CH:29]=[C:28]5[C:23]([CH2:24][CH2:25][CH:26]([C:30]6[C:35]([F:36])=[CH:34][CH:33]=[CH:32][N:31]=6)[O:27]5)=[CH:22][C:21]=4[CH3:37])[C:16](=[O:38])[NH:15][C:14]=3[CH:13]=[C:12]([N:39]3[CH:43]=[C:42]([C:44](OCC)=[O:45])[CH:41]=[N:40]3)[N:11]=2)[CH2:9][CH2:8]1.O.O.O.O.O.O.O.O.O.O.S([O-])([O-])(=O)=O.[Na+].[Na+]. (3) Given the product [OH:52][CH:49]1[CH2:50][CH2:51][CH:47]([O:1][C:2]2[CH:3]=[N:4][C:5]([C:8]3[CH:9]=[C:10]([CH:25]=[CH:26][CH:27]=3)[CH2:11][N:12]3[C:17](=[O:18])[CH:16]=[CH:15][C:14]([C:19]4[CH:20]=[N:21][N:22]([CH3:24])[CH:23]=4)=[N:13]3)=[N:6][CH:7]=2)[CH2:48]1, predict the reactants needed to synthesize it. The reactants are: [OH:1][C:2]1[CH:3]=[N:4][C:5]([C:8]2[CH:9]=[C:10]([CH:25]=[CH:26][CH:27]=2)[CH2:11][N:12]2[C:17](=[O:18])[CH:16]=[CH:15][C:14]([C:19]3[CH:20]=[N:21][N:22]([CH3:24])[CH:23]=3)=[N:13]2)=[N:6][CH:7]=1.C1(P(C2C=CC=CC=2)C2C=CC=CC=2)C=CC=CC=1.[CH:47]1(O)[CH2:51][CH2:50][CH:49]([OH:52])[CH2:48]1.N(C(OC(C)(C)C)=O)=NC(OC(C)(C)C)=O. (4) Given the product [Cl:1][C:2]1[C:3]2[N:4]([CH:20]=[CH:21][N:22]=2)[CH:5]=[C:6]([C:17]([N:26]2[CH2:27][C:24]([CH:28]3[CH2:33][CH2:32][CH2:31][CH2:30][N:29]3[C:34]([O:36][C:37]([CH3:40])([CH3:39])[CH3:38])=[O:35])([OH:23])[CH2:25]2)=[O:18])[C:7]=1[NH:8][C:9]1[CH:14]=[CH:13][C:12]([I:15])=[CH:11][C:10]=1[F:16], predict the reactants needed to synthesize it. The reactants are: [Cl:1][C:2]1[C:3]2[N:4]([CH:20]=[CH:21][N:22]=2)[CH:5]=[C:6]([C:17](O)=[O:18])[C:7]=1[NH:8][C:9]1[CH:14]=[CH:13][C:12]([I:15])=[CH:11][C:10]=1[F:16].[OH:23][C:24]1([CH:28]2[CH2:33][CH2:32][CH2:31][CH2:30][N:29]2[C:34]([O:36][C:37]([CH3:40])([CH3:39])[CH3:38])=[O:35])[CH2:27][NH:26][CH2:25]1.Cl.CN(C)CCCN=C=NCC. (5) The reactants are: [NH2:1][C:2]1[C:3]([F:23])=[CH:4][C:5]([Cl:22])=[C:6]([C:8]2[C:9](=[O:21])[N:10]([CH2:19][CH3:20])[C:11]3[C:16]([CH:17]=2)=[CH:15][N:14]=[C:13]([Cl:18])[CH:12]=3)[CH:7]=1.[C:24]([C:26]1[CH:27]=[C:28]([N:32]=[C:33]=[O:34])[CH:29]=[CH:30][CH:31]=1)#[N:25].N1C=CC=CC=1. Given the product [Cl:22][C:5]1[C:6]([C:8]2[C:9](=[O:21])[N:10]([CH2:19][CH3:20])[C:11]3[C:16]([CH:17]=2)=[CH:15][N:14]=[C:13]([Cl:18])[CH:12]=3)=[CH:7][C:2]([NH:1][C:33]([NH:32][C:28]2[CH:29]=[CH:30][CH:31]=[C:26]([C:24]#[N:25])[CH:27]=2)=[O:34])=[C:3]([F:23])[CH:4]=1, predict the reactants needed to synthesize it.